This data is from NCI-60 drug combinations with 297,098 pairs across 59 cell lines. The task is: Regression. Given two drug SMILES strings and cell line genomic features, predict the synergy score measuring deviation from expected non-interaction effect. (1) Cell line: SW-620. Synergy scores: CSS=31.6, Synergy_ZIP=2.32, Synergy_Bliss=-0.512, Synergy_Loewe=-4.26, Synergy_HSA=-4.24. Drug 2: CC1=C(C(=O)C2=C(C1=O)N3CC4C(C3(C2COC(=O)N)OC)N4)N. Drug 1: C#CCC(CC1=CN=C2C(=N1)C(=NC(=N2)N)N)C3=CC=C(C=C3)C(=O)NC(CCC(=O)O)C(=O)O. (2) Drug 1: CC1=C2C(C(=O)C3(C(CC4C(C3C(C(C2(C)C)(CC1OC(=O)C(C(C5=CC=CC=C5)NC(=O)OC(C)(C)C)O)O)OC(=O)C6=CC=CC=C6)(CO4)OC(=O)C)O)C)O. Drug 2: CN(CCCl)CCCl.Cl. Cell line: RXF 393. Synergy scores: CSS=16.1, Synergy_ZIP=-13.4, Synergy_Bliss=-12.0, Synergy_Loewe=-24.9, Synergy_HSA=-9.10. (3) Drug 1: CC1=C2C(C(=O)C3(C(CC4C(C3C(C(C2(C)C)(CC1OC(=O)C(C(C5=CC=CC=C5)NC(=O)OC(C)(C)C)O)O)OC(=O)C6=CC=CC=C6)(CO4)OC(=O)C)OC)C)OC. Drug 2: CCC1=C2CN3C(=CC4=C(C3=O)COC(=O)C4(CC)O)C2=NC5=C1C=C(C=C5)O. Cell line: SK-MEL-5. Synergy scores: CSS=50.8, Synergy_ZIP=0.110, Synergy_Bliss=-0.122, Synergy_Loewe=0.667, Synergy_HSA=3.74. (4) Drug 1: CCC1(CC2CC(C3=C(CCN(C2)C1)C4=CC=CC=C4N3)(C5=C(C=C6C(=C5)C78CCN9C7C(C=CC9)(C(C(C8N6C=O)(C(=O)OC)O)OC(=O)C)CC)OC)C(=O)OC)O.OS(=O)(=O)O. Drug 2: CC1C(C(CC(O1)OC2CC(OC(C2O)C)OC3=CC4=CC5=C(C(=O)C(C(C5)C(C(=O)C(C(C)O)O)OC)OC6CC(C(C(O6)C)O)OC7CC(C(C(O7)C)O)OC8CC(C(C(O8)C)O)(C)O)C(=C4C(=C3C)O)O)O)O. Cell line: SNB-75. Synergy scores: CSS=53.9, Synergy_ZIP=0.159, Synergy_Bliss=-0.165, Synergy_Loewe=-2.70, Synergy_HSA=-0.923. (5) Drug 1: C1CC(=O)NC(=O)C1N2CC3=C(C2=O)C=CC=C3N. Drug 2: C1CCC(C(C1)N)N.C(=O)(C(=O)[O-])[O-].[Pt+4]. Cell line: SF-268. Synergy scores: CSS=18.5, Synergy_ZIP=5.27, Synergy_Bliss=8.42, Synergy_Loewe=1.87, Synergy_HSA=11.0.